Dataset: NCI-60 drug combinations with 297,098 pairs across 59 cell lines. Task: Regression. Given two drug SMILES strings and cell line genomic features, predict the synergy score measuring deviation from expected non-interaction effect. (1) Drug 1: CC(CN1CC(=O)NC(=O)C1)N2CC(=O)NC(=O)C2. Drug 2: C1C(C(OC1N2C=NC(=NC2=O)N)CO)O. Cell line: HCT116. Synergy scores: CSS=50.8, Synergy_ZIP=-2.73, Synergy_Bliss=-0.736, Synergy_Loewe=5.92, Synergy_HSA=7.54. (2) Drug 1: CC=C1C(=O)NC(C(=O)OC2CC(=O)NC(C(=O)NC(CSSCCC=C2)C(=O)N1)C(C)C)C(C)C. Drug 2: CC1C(C(CC(O1)OC2CC(OC(C2O)C)OC3=CC4=CC5=C(C(=O)C(C(C5)C(C(=O)C(C(C)O)O)OC)OC6CC(C(C(O6)C)O)OC7CC(C(C(O7)C)O)OC8CC(C(C(O8)C)O)(C)O)C(=C4C(=C3C)O)O)O)O. Cell line: MALME-3M. Synergy scores: CSS=66.6, Synergy_ZIP=7.47, Synergy_Bliss=7.96, Synergy_Loewe=-11.2, Synergy_HSA=6.94.